Dataset: Reaction yield outcomes from USPTO patents with 853,638 reactions. Task: Predict the reaction yield, written as a fraction of the theoretical maximum amount of product (1.0 means a 100% yield; for example, 0.34 means a 34% yield). (1) The product is [CH3:1][O:2][C:3](=[O:12])[C:4]1[CH:9]=[CH:8][C:7]([CH2:18][O:19][CH3:20])=[N:6][C:5]=1[NH2:11]. The reactants are [CH3:1][O:2][C:3](=[O:12])[C:4]1[CH:9]=[CH:8][C:7](Cl)=[N:6][C:5]=1[NH2:11].C([Sn](CCCC)(CCCC)[CH2:18][O:19][CH3:20])CCC.CN1CCCC1=O.[F-].[K+]. The catalyst is C1C=CC([P]([Pd]([P](C2C=CC=CC=2)(C2C=CC=CC=2)C2C=CC=CC=2)([P](C2C=CC=CC=2)(C2C=CC=CC=2)C2C=CC=CC=2)[P](C2C=CC=CC=2)(C2C=CC=CC=2)C2C=CC=CC=2)(C2C=CC=CC=2)C2C=CC=CC=2)=CC=1.C(OCC)(=O)C. The yield is 0.630. (2) The reactants are CCOC(/N=N/C(OCC)=O)=O.[C:13]([O:17][C:18](=[O:26])[NH:19][CH2:20][C:21]([CH3:25])([CH3:24])[CH2:22][OH:23])([CH3:16])([CH3:15])[CH3:14].O[N:28]1[C:32](=[O:33])[C:31]2=[CH:34][CH:35]=[CH:36][CH:37]=[C:30]2[C:29]1=[O:38].C1(P(C2C=CC=CC=2)C2C=CC=CC=2)C=CC=CC=1. The product is [C:13]([O:17][C:18](=[O:26])[NH:19][CH2:20][C:21]([CH3:25])([CH3:24])[CH2:22][O:23][N:28]1[C:32](=[O:33])[C:31]2[C:30](=[CH:37][CH:36]=[CH:35][CH:34]=2)[C:29]1=[O:38])([CH3:16])([CH3:14])[CH3:15]. The catalyst is C1COCC1.ClCCl. The yield is 0.110. (3) The reactants are [CH3:1][O:2][C:3](=[O:16])[C:4]1[CH:12]=[C:11]([N+:13]([O-:15])=[O:14])[CH:10]=[C:6]([C:7]([OH:9])=O)[CH:5]=1.C(Cl)(C(Cl)=O)=O.[CH2:23]([NH:26][CH2:27][CH2:28][CH3:29])[CH2:24][CH3:25]. The catalyst is C(Cl)Cl.CN(C=O)C. The product is [CH3:1][O:2][C:3](=[O:16])[C:4]1[CH:12]=[C:11]([N+:13]([O-:15])=[O:14])[CH:10]=[C:6]([C:7]([N:26]([CH2:27][CH2:28][CH3:29])[CH2:23][CH2:24][CH3:25])=[O:9])[CH:5]=1. The yield is 1.10. (4) The reactants are [N+:1]([C:4]1[CH:10]=[CH:9][C:7]([NH2:8])=[CH:6][CH:5]=1)([O-:3])=[O:2].[Br:11]Br. The catalyst is CC(O)=O. The product is [Br:11][C:9]1[CH:10]=[C:4]([N+:1]([O-:3])=[O:2])[CH:5]=[CH:6][C:7]=1[NH2:8]. The yield is 0.800. (5) The reactants are [F-].C([N+](CCCC)(CCCC)CCCC)CCC.[CH:19]([C:21]1[CH:26]=[CH:25][CH:24]=[CH:23][C:22]=1[C:27]1[CH:28]=[CH:29][C:30]([C:33]#[N:34])=[N:31][CH:32]=1)=[O:20].[F:35][C:36]([Si](C)(C)C)([F:38])[F:37].Cl. The catalyst is C1COCC1. The product is [F:35][C:36]([F:38])([F:37])[CH:19]([C:21]1[CH:26]=[CH:25][CH:24]=[CH:23][C:22]=1[C:27]1[CH:28]=[CH:29][C:30]([C:33]#[N:34])=[N:31][CH:32]=1)[OH:20]. The yield is 0.950. (6) The reactants are [NH2:1][C:2]1[CH:3]=[C:4]([NH:9][C:10](=[O:30])[C:11]2[CH:16]=[CH:15][C:14]([CH2:17][N:18]3[CH2:23][CH2:22][N:21]([CH2:24][CH3:25])[CH2:20][CH2:19]3)=[C:13]([C:26]([F:29])([F:28])[F:27])[CH:12]=2)[CH:5]=[CH:6][C:7]=1[CH3:8].C([O-])([O-])=O.[K+].[K+].Br[CH2:38][C:39]1[N:40]=[CH:41][C:42]([NH:45]C(=O)OC(C)(C)C)=[N:43][CH:44]=1. The catalyst is CN(C=O)C. The product is [NH2:45][C:42]1[N:43]=[CH:44][C:39]([CH2:38][NH:1][C:2]2[CH:3]=[C:4]([NH:9][C:10](=[O:30])[C:11]3[CH:16]=[CH:15][C:14]([CH2:17][N:18]4[CH2:23][CH2:22][N:21]([CH2:24][CH3:25])[CH2:20][CH2:19]4)=[C:13]([C:26]([F:29])([F:28])[F:27])[CH:12]=3)[CH:5]=[CH:6][C:7]=2[CH3:8])=[N:40][CH:41]=1. The yield is 0.470. (7) The reactants are [CH2:1]([NH:8][C:9](=[O:18])[NH:10][CH2:11][C:12]([CH3:17])([CH3:16])[C:13]([OH:15])=O)[C:2]1[CH:7]=[CH:6][CH:5]=[CH:4][CH:3]=1.[NH2:19][C@@H:20]([CH2:43][C:44]1[CH:49]=[CH:48][C:47]([O:50][C:51]([CH3:54])([CH3:53])[CH3:52])=[CH:46][CH:45]=1)[C:21]([N:23]([CH2:35][CH:36]([O:40][CH2:41][CH3:42])[O:37][CH2:38][CH3:39])[CH2:24][C:25]1[CH:26]=[CH:27][CH:28]=[C:29]2[C:34]=1[N:33]=[CH:32][CH:31]=[CH:30]2)=[O:22]. No catalyst specified. The product is [CH2:1]([NH:8][C:9](=[O:18])[NH:10][CH2:11][C:12]([CH3:17])([CH3:16])[C:13]([NH:19][C@@H:20]([CH2:43][C:44]1[CH:49]=[CH:48][C:47]([O:50][C:51]([CH3:53])([CH3:52])[CH3:54])=[CH:46][CH:45]=1)[C:21]([N:23]([CH2:35][CH:36]([O:37][CH2:38][CH3:39])[O:40][CH2:41][CH3:42])[CH2:24][C:25]1[CH:26]=[CH:27][CH:28]=[C:29]2[C:34]=1[N:33]=[CH:32][CH:31]=[CH:30]2)=[O:22])=[O:15])[C:2]1[CH:3]=[CH:4][CH:5]=[CH:6][CH:7]=1. The yield is 0.880. (8) The reactants are ClCCl.[CH2:4]([N:6]1[C:12](=[O:13])[C:11]([CH3:15])([CH3:14])[C:10](=[O:16])[N:9]([CH3:17])[C:8]2[CH:18]=[C:19]([OH:22])[CH:20]=[CH:21][C:7]1=2)[CH3:5].C(N(CC)CC)C.[F:30][C:31]([F:44])([F:43])[S:32](O[S:32]([C:31]([F:44])([F:43])[F:30])(=[O:34])=[O:33])(=[O:34])=[O:33]. The catalyst is O. The product is [CH2:4]([N:6]1[C:12](=[O:13])[C:11]([CH3:15])([CH3:14])[C:10](=[O:16])[N:9]([CH3:17])[C:8]2[CH:18]=[C:19]([O:22][S:32]([C:31]([F:44])([F:43])[F:30])(=[O:34])=[O:33])[CH:20]=[CH:21][C:7]1=2)[CH3:5]. The yield is 0.860. (9) The reactants are [CH3:1][N:2]([CH3:32])[C:3]([C:5]1[N:26]([CH:27]2[CH2:31][CH2:30][CH2:29][CH2:28]2)[C:8]2[N:9]=[C:10]([NH:13][C:14]3[CH:19]=[CH:18][C:17]([N:20]4[CH2:25][CH2:24][NH:23][CH2:22][CH2:21]4)=[CH:16][N:15]=3)[N:11]=[CH:12][C:7]=2[CH:6]=1)=[O:4].Br[CH2:34][CH2:35][F:36]. No catalyst specified. The product is [CH3:1][N:2]([CH3:32])[C:3]([C:5]1[N:26]([CH:27]2[CH2:31][CH2:30][CH2:29][CH2:28]2)[C:8]2[N:9]=[C:10]([NH:13][C:14]3[CH:19]=[CH:18][C:17]([N:20]4[CH2:21][CH2:22][N:23]([CH2:34][CH2:35][F:36])[CH2:24][CH2:25]4)=[CH:16][N:15]=3)[N:11]=[CH:12][C:7]=2[CH:6]=1)=[O:4]. The yield is 0.800.